Predict the product of the given reaction. From a dataset of Forward reaction prediction with 1.9M reactions from USPTO patents (1976-2016). (1) Given the reactants [NH:1]([C:3]1[CH:12]=[CH:11][CH:10]=[C:9]2[C:4]=1[CH:5]=[CH:6][CH:7]=[N:8]2)[NH2:2].[C:13]12([CH2:23][C:24](Cl)=[O:25])[CH2:22][CH:17]3[CH2:18][CH:19]([CH2:21][CH:15]([CH2:16]3)[CH2:14]1)[CH2:20]2, predict the reaction product. The product is: [C:13]12([CH2:23][C:24]([NH:2][NH:1][C:3]3[CH:12]=[CH:11][CH:10]=[C:9]4[C:4]=3[CH:5]=[CH:6][CH:7]=[N:8]4)=[O:25])[CH2:20][CH:19]3[CH2:18][CH:17]([CH2:16][CH:15]([CH2:21]3)[CH2:14]1)[CH2:22]2. (2) Given the reactants C([O:3][C:4](=[O:43])[CH2:5][CH2:6][CH2:7][O:8][C:9]1[CH:14]=[CH:13][CH:12]=[C:11]([CH2:15][CH2:16][CH2:17][CH2:18][CH2:19][CH2:20][O:21][C:22]2[CH:27]=[C:26]([C:28]3[CH:32]=[CH:31][S:30][CH:29]=3)[CH:25]=[C:24]([O:33][CH2:34][CH3:35])[CH:23]=2)[C:10]=1[CH2:36][CH2:37][C:38]([O:40]CC)=[O:39])C.[OH-].[Na+], predict the reaction product. The product is: [C:38]([CH2:37][CH2:36][C:10]1[C:11]([CH2:15][CH2:16][CH2:17][CH2:18][CH2:19][CH2:20][O:21][C:22]2[CH:27]=[C:26]([C:28]3[CH:32]=[CH:31][S:30][CH:29]=3)[CH:25]=[C:24]([O:33][CH2:34][CH3:35])[CH:23]=2)=[CH:12][CH:13]=[CH:14][C:9]=1[O:8][CH2:7][CH2:6][CH2:5][C:4]([OH:43])=[O:3])([OH:40])=[O:39]. (3) Given the reactants [NH2:1][C:2](=O)[CH2:3][C@H:4]([NH:15][C:16]([O:18][C:19]([CH3:22])([CH3:21])[CH3:20])=[O:17])[C:5]([O:7][CH2:8][C:9]1[CH:14]=[CH:13][CH:12]=[CH:11][CH:10]=1)=[O:6].COC1C=CC(P2(SP(C3C=CC(OC)=CC=3)(=S)S2)=[S:33])=CC=1.NN, predict the reaction product. The product is: [CH2:8]([O:7][C:5](=[O:6])[C@@H:4]([NH:15][C:16]([O:18][C:19]([CH3:22])([CH3:21])[CH3:20])=[O:17])[CH2:3][C:2](=[S:33])[NH2:1])[C:9]1[CH:14]=[CH:13][CH:12]=[CH:11][CH:10]=1. (4) Given the reactants [Cl:1][C:2]1[CH:3]=[C:4]([CH:9]=[CH:10][C:11]=1[CH2:12][CH3:13])[C:5](OC)=[O:6].[H-].[H-].[H-].[H-].[Li+].[Al+3].O.[OH-].[Na+], predict the reaction product. The product is: [Cl:1][C:2]1[CH:3]=[C:4]([CH2:5][OH:6])[CH:9]=[CH:10][C:11]=1[CH2:12][CH3:13].